This data is from TCR-epitope binding with 47,182 pairs between 192 epitopes and 23,139 TCRs. The task is: Binary Classification. Given a T-cell receptor sequence (or CDR3 region) and an epitope sequence, predict whether binding occurs between them. (1) Result: 1 (the TCR binds to the epitope). The epitope is KRWIILGLNK. The TCR CDR3 sequence is CASSQRTGELFF. (2) The epitope is VLWAHGFEL. The TCR CDR3 sequence is CASSWGRNTEAFF. Result: 0 (the TCR does not bind to the epitope). (3) The epitope is NYSGVVTTVMF. The TCR CDR3 sequence is CASSQVLSGTNPYEQYF. Result: 0 (the TCR does not bind to the epitope). (4) The epitope is DPFRLLQNSQVFS. The TCR CDR3 sequence is CASSYSNLGSTDTQYF. Result: 0 (the TCR does not bind to the epitope). (5) The epitope is QVPLRPMTYK. The TCR CDR3 sequence is CASYPDRGRANEQFF. Result: 1 (the TCR binds to the epitope). (6) The epitope is LLWNGPMAV. The TCR CDR3 sequence is CASSQDRQGSSTDTQYF. Result: 0 (the TCR does not bind to the epitope). (7) The epitope is LEPLVDLPI. The TCR CDR3 sequence is CASSSGPEDEQFF. Result: 0 (the TCR does not bind to the epitope).